This data is from Retrosynthesis with 50K atom-mapped reactions and 10 reaction types from USPTO. The task is: Predict the reactants needed to synthesize the given product. (1) Given the product CON(C)C(=O)CCc1ccc(F)cc1, predict the reactants needed to synthesize it. The reactants are: CNOC.O=C(O)CCc1ccc(F)cc1. (2) Given the product COCC1CCCN1N=C1CCN(c2ccccc2)C1=O, predict the reactants needed to synthesize it. The reactants are: COCC1CCCN1N.O=C1CCN(c2ccccc2)C1=O. (3) Given the product COc1cc(CN(C)Cc2ccccc2)ccc1N, predict the reactants needed to synthesize it. The reactants are: COc1cc(CN(C)Cc2ccccc2)ccc1[N+](=O)[O-]. (4) Given the product CCCOc1ccc(F)c2c(=O)c(-c3ccc(O)cc3)c[nH]c12, predict the reactants needed to synthesize it. The reactants are: CCCOc1ccc(F)c2c(=O)c(-c3ccc(OC)cc3)c[nH]c12. (5) Given the product CCCC=CC/C=C/C=O, predict the reactants needed to synthesize it. The reactants are: CCCC=CC/C=C/CO.